From a dataset of Reaction yield outcomes from USPTO patents with 853,638 reactions. Predict the reaction yield, written as a fraction of the theoretical maximum amount of product (1.0 means a 100% yield; for example, 0.34 means a 34% yield). The reactants are [F:1][C:2]1[C:3]([N+:13]([O-:15])=[O:14])=[CH:4][C:5]([CH3:12])=[C:6]([NH:8]C(=O)C)[CH:7]=1.[OH-].[Na+]. The catalyst is Cl. The product is [F:1][C:2]1[C:3]([N+:13]([O-:15])=[O:14])=[CH:4][C:5]([CH3:12])=[C:6]([NH2:8])[CH:7]=1. The yield is 0.940.